From a dataset of Reaction yield outcomes from USPTO patents with 853,638 reactions. Predict the reaction yield, written as a fraction of the theoretical maximum amount of product (1.0 means a 100% yield; for example, 0.34 means a 34% yield). (1) The reactants are [NH2:1][C:2]1[CH:3]=[C:4]([CH2:11][N:12]2[CH2:17][CH2:16][N:15](C(OC(C)(C)C)=O)[CH2:14][CH:13]2[CH3:25])[C:5]2[O:9][CH:8]=[CH:7][C:6]=2[CH:10]=1.[Cl:26][C:27]1[S:28][C:29]([Cl:36])=[CH:30][C:31]=1[S:32](Cl)(=[O:34])=[O:33]. No catalyst specified. The product is [ClH:26].[ClH:26].[Cl:26][C:27]1[S:28][C:29]([Cl:36])=[CH:30][C:31]=1[S:32]([NH:1][C:2]1[CH:3]=[C:4]([CH2:11][N:12]2[CH2:17][CH2:16][NH:15][CH2:14][CH:13]2[CH3:25])[C:5]2[O:9][CH:8]=[CH:7][C:6]=2[CH:10]=1)(=[O:34])=[O:33]. The yield is 0.430. (2) The reactants are [CH:1]1[CH:9]=[CH:8][C:7]2[CH2:10][CH2:11][N:5]3[C:6]=2[C:2]=1[C@H:3]1[CH2:15][N:14]([C:16]([O:18][C:19]([CH3:22])([CH3:21])[CH3:20])=[O:17])[CH2:13][CH2:12][C@H:4]13.C1C(=O)N([Br:30])C(=O)C1.O.CCOC(C)=O. The catalyst is CN(C=O)C. The product is [Br:30][C:9]1[CH:1]=[C:2]2[C:6]3=[C:7]([CH2:10][CH2:11][N:5]3[C@@H:4]3[CH2:12][CH2:13][N:14]([C:16]([O:18][C:19]([CH3:22])([CH3:21])[CH3:20])=[O:17])[CH2:15][C@H:3]23)[CH:8]=1. The yield is 0.750. (3) The reactants are [CH2:1]([N:8]1[C:16]2[C:11](=[CH:12][CH:13]=[C:14](Br)[CH:15]=2)[CH:10]=[CH:9]1)[C:2]1[CH:7]=[CH:6][CH:5]=[CH:4][CH:3]=1.[F:18][C:19]([F:30])([F:29])[C:20]1[CH:25]=[CH:24][C:23](B(O)O)=[CH:22][CH:21]=1.C(=O)([O-])[O-].[Na+].[Na+]. The catalyst is O.C(O)C.C1(C)C=CC=CC=1.[Pd].C1(P(C2C=CC=CC=2)C2C=CC=CC=2)C=CC=CC=1.C1(P(C2C=CC=CC=2)C2C=CC=CC=2)C=CC=CC=1.C1(P(C2C=CC=CC=2)C2C=CC=CC=2)C=CC=CC=1.C1(P(C2C=CC=CC=2)C2C=CC=CC=2)C=CC=CC=1. The product is [CH2:1]([N:8]1[C:16]2[C:11](=[CH:12][CH:13]=[C:14]([C:23]3[CH:24]=[CH:25][C:20]([C:19]([F:30])([F:29])[F:18])=[CH:21][CH:22]=3)[CH:15]=2)[CH:10]=[CH:9]1)[C:2]1[CH:7]=[CH:6][CH:5]=[CH:4][CH:3]=1. The yield is 0.710. (4) The reactants are [CH:1]1([C:7]2[CH:12]=[CH:11][C:10]([CH:13]3[CH:15]([C:16](=[O:28])[C:17]4[CH:22]=[CH:21][C:20]([O:23][C:24]([F:27])([F:26])[F:25])=[CH:19][CH:18]=4)[CH:14]3[C:29]3[CH:37]=[CH:36][C:32]([C:33](O)=[O:34])=[CH:31][CH:30]=3)=[CH:9][CH:8]=2)[CH2:6][CH2:5][CH2:4][CH2:3][CH2:2]1.Cl.CN(C)CCCN=C=NCC.O.ON1C2C=CC=CC=2N=N1.Cl.[CH3:62][O:63][C:64](=[O:68])[CH2:65][CH2:66][NH2:67].C(N(C(C)C)CC)(C)C. The catalyst is CN(C=O)C. The product is [CH3:62][O:63][C:64](=[O:68])[CH2:65][CH2:66][NH:67][C:33](=[O:34])[C:32]1[CH:31]=[CH:30][C:29]([CH:14]2[CH:15]([C:16](=[O:28])[C:17]3[CH:22]=[CH:21][C:20]([O:23][C:24]([F:26])([F:27])[F:25])=[CH:19][CH:18]=3)[CH:13]2[C:10]2[CH:9]=[CH:8][C:7]([CH:1]3[CH2:6][CH2:5][CH2:4][CH2:3][CH2:2]3)=[CH:12][CH:11]=2)=[CH:37][CH:36]=1. The yield is 0.970. (5) The reactants are [NH2:1][CH2:2][CH:3]([C:10]1[CH:15]=[CH:14][CH:13]=[C:12]([Cl:16])[CH:11]=1)[CH2:4][C:5](OCC)=[O:6]. The catalyst is C1(C)C=CC=CC=1. The product is [Cl:16][C:12]1[CH:11]=[C:10]([CH:3]2[CH2:2][NH:1][C:5](=[O:6])[CH2:4]2)[CH:15]=[CH:14][CH:13]=1. The yield is 0.492.